The task is: Predict which catalyst facilitates the given reaction.. This data is from Catalyst prediction with 721,799 reactions and 888 catalyst types from USPTO. Reactant: [Si:1]([O:8][CH2:9][CH2:10][N:11]([CH:28]([CH3:30])[CH3:29])[C:12]([C:14]1[N:15]=[C:16]([N:19]2[CH2:22][CH:21](OS(C)(=O)=O)[CH2:20]2)[S:17][CH:18]=1)=[O:13])([C:4]([CH3:7])([CH3:6])[CH3:5])([CH3:3])[CH3:2].[C:31]([O-:34])(=[S:33])[CH3:32].[K+]. Product: [C:31]([S:33][CH:21]1[CH2:20][N:19]([C:16]2[S:17][CH:18]=[C:14]([C:12](=[O:13])[N:11]([CH2:10][CH2:9][O:8][Si:1]([C:4]([CH3:5])([CH3:7])[CH3:6])([CH3:3])[CH3:2])[CH:28]([CH3:30])[CH3:29])[N:15]=2)[CH2:22]1)(=[O:34])[CH3:32]. The catalyst class is: 9.